This data is from Full USPTO retrosynthesis dataset with 1.9M reactions from patents (1976-2016). The task is: Predict the reactants needed to synthesize the given product. (1) Given the product [OH:1][C:2]1[C:11]([CH3:12])=[C:10]([CH3:13])[C:9]([CH2:24][C:25]2[CH:26]=[CH:27][C:28]([C:31]3[CH:35]=[CH:34][N:33]([CH3:36])[N:32]=3)=[CH:29][CH:30]=2)=[CH:8][C:3]=1[C:4]([O:6][CH3:7])=[O:5], predict the reactants needed to synthesize it. The reactants are: [OH:1][C:2]1[C:11]([CH3:12])=[C:10]([CH3:13])[C:9](B2OC(C)(C)C(C)(C)O2)=[CH:8][C:3]=1[C:4]([O:6][CH3:7])=[O:5].Cl[CH2:24][C:25]1[CH:30]=[CH:29][C:28]([C:31]2[CH:35]=[CH:34][N:33]([CH3:36])[N:32]=2)=[CH:27][CH:26]=1.C(=O)([O-])[O-].[Na+].[Na+].COCCOC. (2) Given the product [C:27]1([C:26]2[S:34][C:3]([C:4]([O:6][CH2:7][CH3:8])=[O:5])=[C:2]([C:20]3[CH:21]=[CH:22][CH:23]=[CH:24][CH:25]=3)[N:33]=2)[CH:32]=[CH:31][CH:30]=[CH:29][CH:28]=1, predict the reactants needed to synthesize it. The reactants are: O=[C:2]([C:20]1[CH:25]=[CH:24][CH:23]=[CH:22][CH:21]=1)[CH:3](OS(C1C=CC(C)=CC=1)(=O)=O)[C:4]([O:6][CH2:7][CH3:8])=[O:5].[C:26](=[S:34])([NH2:33])[C:27]1[CH:32]=[CH:31][CH:30]=[CH:29][CH:28]=1.